From a dataset of Experimentally validated miRNA-target interactions with 360,000+ pairs, plus equal number of negative samples. Binary Classification. Given a miRNA mature sequence and a target amino acid sequence, predict their likelihood of interaction. (1) The miRNA is hsa-miR-483-3p with sequence UCACUCCUCUCCUCCCGUCUU. The protein sequence of the target gene is MSIMDHSPTTGVVTVIVILIAIAALGALILGCWCYLRLQRISQSEDEESIVGDGETKEPFLLVQYSAKGPCVERKAKLMTANSPEVHG. Result: 0 (no interaction). (2) The protein sequence of the target gene is MFPVLEPHQVGLIRSYNSKTMTCFQELVTFRDVAIDFSRQEWEYLDPNQRDLYRDVMLENYRNLVSLGGHSISKPVVVDLLERGKEPWMILREETQFTDLDLQCEIISYIEVPTYETDISSTQLQSIYKREKLYECKKCQKKFSSGYQLILHHRFHVIERPYECKECGKNFRSGYQLTLHQRFHTGEKPYECTECGKNFRSGYQLTVHQRFHTGEKTYECRQCGKAFIYASHIVQHERIHTGGKPYECQECGRAFSQGGHLRIHQRVHTGEKPYKCKECGKTFSRRSNLVEHGQFHTDEK.... Result: 1 (interaction). The miRNA is hsa-miR-26b-5p with sequence UUCAAGUAAUUCAGGAUAGGU.